From a dataset of Forward reaction prediction with 1.9M reactions from USPTO patents (1976-2016). Predict the product of the given reaction. (1) Given the reactants [CH3:1][N:2]([CH3:31])[C:3](=[O:30])[C@@H:4]([NH:12]C(=O)OCC1C2C=CC=CC=2C2C1=CC=CC=2)[CH2:5][C:6]1[CH:7]=[N:8][CH:9]=[CH:10][CH:11]=1.C1COCC1.CNC, predict the reaction product. The product is: [NH2:12][C@@H:4]([CH2:5][C:6]1[CH:7]=[N:8][CH:9]=[CH:10][CH:11]=1)[C:3]([N:2]([CH3:31])[CH3:1])=[O:30]. (2) Given the reactants [H-].[Al+3].[Li+].[H-].[H-].[H-].C([O:9][C:10](=O)[CH:11]([CH2:17][C:18]1[CH:23]=[CH:22][C:21]([C:24]2[CH:29]=[CH:28][C:27]([O:30][CH2:31][C:32]3[CH:37]=[CH:36][CH:35]=[CH:34][CH:33]=3)=[CH:26][CH:25]=2)=[CH:20][CH:19]=1)[C:12](OCC)=[O:13])C.O.O1CCCC1.O.O.O.O.O.O.O.O.O.O.C(=O)([O-])[O-].[Na+].[Na+], predict the reaction product. The product is: [C:32]1([CH2:31][O:30][C:27]2[CH:28]=[CH:29][C:24]([C:21]3[CH:20]=[CH:19][C:18]([CH2:17][CH:11]([CH2:12][OH:13])[CH2:10][OH:9])=[CH:23][CH:22]=3)=[CH:25][CH:26]=2)[CH:37]=[CH:36][CH:35]=[CH:34][CH:33]=1. (3) Given the reactants [Br:1][C:2]1[CH:10]=[CH:9][CH:8]=[C:7]2[C:3]=1[CH2:4][C:5](=[O:11])[NH:6]2.[NH:12]1[C:20]2[C:15](=[CH:16][CH:17]=[C:18]([CH:21]=O)[CH:19]=2)[CH:14]=[N:13]1, predict the reaction product. The product is: [NH:12]1[C:20]2[C:15](=[CH:16][CH:17]=[C:18](/[CH:21]=[C:4]3\[C:5](=[O:11])[NH:6][C:7]4[C:3]\3=[C:2]([Br:1])[CH:10]=[CH:9][CH:8]=4)[CH:19]=2)[CH:14]=[N:13]1. (4) The product is: [C:1]([C:5]1[CH:6]=[CH:7][C:8]([S:11]([N:14]([C:15]2[CH:16]=[C:17]3[C:22](=[CH:23][CH:24]=2)[N:21]=[CH:20][CH:19]=[CH:18]3)[CH2:25][C:26]([N:31]([CH2:29][CH3:30])[CH2:32][C:33]2[CH:34]=[N:35][CH:36]=[CH:37][CH:38]=2)=[O:28])(=[O:13])=[O:12])=[CH:9][CH:10]=1)([CH3:3])([CH3:4])[CH3:2]. Given the reactants [C:1]([C:5]1[CH:10]=[CH:9][C:8]([S:11]([N:14]([CH2:25][C:26]([OH:28])=O)[C:15]2[CH:16]=[C:17]3[C:22](=[CH:23][CH:24]=2)[N:21]=[CH:20][CH:19]=[CH:18]3)(=[O:13])=[O:12])=[CH:7][CH:6]=1)([CH3:4])([CH3:3])[CH3:2].[CH2:29]([NH:31][CH2:32][C:33]1[CH:34]=[N:35][CH:36]=[CH:37][CH:38]=1)[CH3:30], predict the reaction product. (5) Given the reactants [Cl:1][C:2]1[N:7]=[C:6]([NH:8][C@H:9]2[CH2:14][CH2:13][C@H:12]([NH:15][C:16](=[O:26])[CH2:17][NH:18][C:19](=[O:25])[O:20][C:21]([CH3:24])([CH3:23])[CH3:22])[CH2:11][CH2:10]2)[CH:5]=[C:4](I)[CH:3]=1.[B:28]1([B:28]2[O:32][C:31]([CH3:34])([CH3:33])[C:30]([CH3:36])([CH3:35])[O:29]2)[O:32][C:31]([CH3:34])([CH3:33])[C:30]([CH3:36])([CH3:35])[O:29]1.C([O-])(=O)C.[K+].O, predict the reaction product. The product is: [Cl:1][C:2]1[N:7]=[C:6]([NH:8][C@H:9]2[CH2:14][CH2:13][C@H:12]([NH:15][C:16](=[O:26])[CH2:17][NH:18][C:19](=[O:25])[O:20][C:21]([CH3:24])([CH3:23])[CH3:22])[CH2:11][CH2:10]2)[CH:5]=[C:4]([B:28]2[O:32][C:31]([CH3:34])([CH3:33])[C:30]([CH3:36])([CH3:35])[O:29]2)[CH:3]=1. (6) Given the reactants [CH3:1][CH2:2][N:3]([C:6]([C:8]1([C:13]2[CH:14]=[CH:15][CH:16]=[CH:17][CH:18]=2)[CH:10]([CH2:11][NH2:12])[CH2:9]1)=[O:7])[CH2:4][CH3:5].[ClH:19].C(O)(C)C.CCCCCC, predict the reaction product. The product is: [CH3:5][CH2:4][N:3]([C:6]([C:8]1([C:13]2[CH:14]=[CH:15][CH:16]=[CH:17][CH:18]=2)[CH:10]([CH2:11][NH2:12])[CH2:9]1)=[O:7])[CH2:2][CH3:1].[ClH:19].[ClH:19].